The task is: Predict the product of the given reaction.. This data is from Forward reaction prediction with 1.9M reactions from USPTO patents (1976-2016). (1) Given the reactants C(#N)C.[Cl:4]N1C(=O)CCC1=O.[NH2:12][C:13]1[CH:23]=[CH:22][C:16]([C:17]([O:19][CH2:20][CH3:21])=[O:18])=[CH:15][C:14]=1[O:24][CH3:25], predict the reaction product. The product is: [NH2:12][C:13]1[C:14]([O:24][CH3:25])=[CH:15][C:16]([C:17]([O:19][CH2:20][CH3:21])=[O:18])=[CH:22][C:23]=1[Cl:4]. (2) The product is: [CH2:1]([C:3]1[N:7]([C:8]2[CH:13]=[CH:12][C:11]([CH2:14][CH2:15][NH:16][C:17]([NH:19][S:20]([C:23]3[CH:28]=[CH:27][C:26]([CH3:29])=[CH:25][CH:24]=3)(=[O:22])=[O:21])=[O:18])=[CH:10][CH:9]=2)[C:6]2[CH:30]=[CH:31][C:32]([CH:34]([O:36][CH3:41])[CH3:35])=[CH:33][C:5]=2[N:4]=1)[CH3:2]. Given the reactants [CH2:1]([C:3]1[N:7]([C:8]2[CH:13]=[CH:12][C:11]([CH2:14][CH2:15][NH:16][C:17]([NH:19][S:20]([C:23]3[CH:28]=[CH:27][C:26]([CH3:29])=[CH:25][CH:24]=3)(=[O:22])=[O:21])=[O:18])=[CH:10][CH:9]=2)[C:6]2[CH:30]=[CH:31][C:32]([CH:34]([OH:36])[CH3:35])=[CH:33][C:5]=2[N:4]=1)[CH3:2].S(Cl)(Cl)=O.[CH2:41](N(CC)CC)C, predict the reaction product. (3) Given the reactants [C:1]([NH2:9])(=[S:8])[C:2]1[CH:7]=[CH:6][CH:5]=[N:4][CH:3]=1.[C:10]1(C)C=[CH:14][CH:13]=[CH:12][CH:11]=1.C[OH:18], predict the reaction product. The product is: [CH3:10][C:11]1[N:9]=[C:1]([C:2]2[CH:3]=[N:4][CH:5]=[CH:6][CH:7]=2)[S:8][C:12]=1[CH2:13][CH2:14][OH:18]. (4) Given the reactants [Cl:1][C:2]1[CH:7]=[C:6]([CH2:8][CH2:9][C:10]2([CH:30]3[CH2:34][CH2:33][CH2:32][CH2:31]3)[CH2:15][C:14]([OH:16])=[C:13]([CH2:17][C:18]3[N:28]=[C:21]4[N:22]=[C:23](C)[CH:24]=[C:25](C)[N:20]4[N:19]=3)[C:12](=[O:29])[O:11]2)[CH:5]=[CH:4][C:3]=1[C:35]1([C:38]#[N:39])[CH2:37][CH2:36]1.[Cl:40]C1C=C(CCC2(C3CCCC3)OC(=O)CC(=O)C2)C=C(CC)C=1OC.CC1C=NC2N(N=C(C=O)N=2)C=1, predict the reaction product. The product is: [Cl:1][C:2]1[CH:7]=[C:6]([CH2:8][CH2:9][C:10]2([CH:30]3[CH2:34][CH2:33][CH2:32][CH2:31]3)[CH2:15][C:14]([OH:16])=[C:13]([CH2:17][C:18]3[N:28]=[C:21]4[N:22]=[CH:23][C:24]([Cl:40])=[CH:25][N:20]4[N:19]=3)[C:12](=[O:29])[O:11]2)[CH:5]=[CH:4][C:3]=1[C:35]1([C:38]#[N:39])[CH2:36][CH2:37]1. (5) Given the reactants [NH2:1][C:2]1[CH:11]=[CH:10][C:5]([O:6][CH2:7][CH2:8][OH:9])=[C:4]([Cl:12])[CH:3]=1.Cl.Cl[C:15]1[N:20]=[C:19]([NH:21][C@@H:22]2[CH2:30][C@H:29]3[N:25]([CH2:26][CH2:27][CH2:28]3)[C:24]([CH3:32])([CH3:31])[CH2:23]2)[C:18]([F:33])=[CH:17][N:16]=1.CC1C=CC(S(O)(=O)=O)=CC=1.O, predict the reaction product. The product is: [Cl:12][C:4]1[CH:3]=[C:2]([NH:1][C:15]2[N:20]=[C:19]([NH:21][C@@H:22]3[CH2:30][C@H:29]4[N:25]([CH2:26][CH2:27][CH2:28]4)[C:24]([CH3:31])([CH3:32])[CH2:23]3)[C:18]([F:33])=[CH:17][N:16]=2)[CH:11]=[CH:10][C:5]=1[O:6][CH2:7][CH2:8][OH:9]. (6) Given the reactants Cl.[N:2]1([CH:8]2[CH2:20][CH2:19][C:18]3[C:10](=[CH:11][C:12]4[C:13]([CH:17]=3)=[N:14][O:15][N:16]=4)[CH2:9]2)[CH2:7][CH2:6][NH:5][CH2:4][CH2:3]1.Br[CH2:22][CH2:23][C:24]1[CH:33]=[CH:32][C:27]2[C:28](=[O:31])[O:29][CH2:30][C:26]=2[CH:25]=1.C(N(CC)CC)C, predict the reaction product. The product is: [N:14]1[O:15][N:16]=[C:12]2[CH:11]=[C:10]3[C:18]([CH2:19][CH2:20][CH:8]([N:2]4[CH2:3][CH2:4][N:5]([CH2:22][CH2:23][C:24]5[CH:33]=[CH:32][C:27]6[C:28](=[O:31])[O:29][CH2:30][C:26]=6[CH:25]=5)[CH2:6][CH2:7]4)[CH2:9]3)=[CH:17][C:13]=12. (7) Given the reactants [CH3:1][C@H:2]1[C@@H:12]2[CH2:13][CH2:14][C@:15]3([CH3:19])[O:17][O:18][C@:11]42[C@H:5]([C@@H:6]([CH3:20])[C:7]([O:9][C@@H:10]4[O:16]3)=[O:8])[CH2:4][CH2:3]1.C(O)C.[BH4-].[Na+].[Li+].[Cl-], predict the reaction product. The product is: [CH3:1][C@H:2]1[C@@H:12]2[CH2:13][CH2:14][C:15]3([CH3:19])[O:17][O:18][C@:11]42[C@H:5]([C@@H:6]([CH3:20])[C@@H:7]([OH:8])[O:9][C@@H:10]4[O:16]3)[CH2:4][CH2:3]1. (8) Given the reactants [Cl:1][C:2]1[CH:3]=[N:4][N:5]([CH3:38])[C:6]=1[C:7]1[CH:8]=[C:9]2[CH2:15][N:14]([C@@H:16]([CH2:29][C:30]3[CH:35]=[CH:34][CH:33]=[C:32]([F:36])[CH:31]=3)[CH2:17][N:18]3C(=O)C4C(=CC=CC=4)C3=O)[C:13](=[O:37])[C:10]2=[N:11][CH:12]=1.O1C=CC=C1.NN, predict the reaction product. The product is: [NH2:18][CH2:17][C@@H:16]([N:14]1[CH2:15][C:9]2[C:10](=[N:11][CH:12]=[C:7]([C:6]3[N:5]([CH3:38])[N:4]=[CH:3][C:2]=3[Cl:1])[CH:8]=2)[C:13]1=[O:37])[CH2:29][C:30]1[CH:35]=[CH:34][CH:33]=[C:32]([F:36])[CH:31]=1.